Dataset: Catalyst prediction with 721,799 reactions and 888 catalyst types from USPTO. Task: Predict which catalyst facilitates the given reaction. (1) Reactant: [C:1]([O:5][C:6]([N:8]1[CH2:13][CH2:12][N:11]([C:14]([C:16]2[C:24]3[C:19](=[CH:20][C:21]([OH:25])=[CH:22][CH:23]=3)[N:18]([C:26]3[CH:31]=[CH:30][CH:29]=[CH:28][CH:27]=3)[C:17]=2[O:32][C:33]2[CH:38]=[CH:37][CH:36]=[CH:35][C:34]=2[CH3:39])=[O:15])[CH2:10][CH2:9]1)=[O:7])([CH3:4])([CH3:3])[CH3:2].C(=O)([O-])[O-].[Cs+].[Cs+].[CH3:46][O:47][CH2:48][CH2:49]Br. Product: [C:1]([O:5][C:6]([N:8]1[CH2:9][CH2:10][N:11]([C:14]([C:16]2[C:24]3[C:19](=[CH:20][C:21]([O:25][CH2:49][CH2:48][O:47][CH3:46])=[CH:22][CH:23]=3)[N:18]([C:26]3[CH:27]=[CH:28][CH:29]=[CH:30][CH:31]=3)[C:17]=2[O:32][C:33]2[CH:38]=[CH:37][CH:36]=[CH:35][C:34]=2[CH3:39])=[O:15])[CH2:12][CH2:13]1)=[O:7])([CH3:4])([CH3:3])[CH3:2]. The catalyst class is: 18. (2) Reactant: [C:1]([C:3]1[CH:21]=[C:20]([C:22]2[N:27]=[C:26]([NH:28][C:29]3[CH:34]=[CH:33][C:32]([N:35]4[CH2:40][CH2:39][N:38]([CH:41]5[CH2:44][O:43][CH2:42]5)[CH2:37][CH2:36]4)=[CH:31][CH:30]=3)[N:25]=[CH:24][N:23]=2)[CH:19]=[CH:18][C:4]=1[O:5][C@@H:6]1[CH2:10][CH2:9][N:8](C(OC(C)(C)C)=O)[CH2:7]1)#[N:2]. Product: [O:43]1[CH2:44][CH:41]([N:38]2[CH2:37][CH2:36][N:35]([C:32]3[CH:33]=[CH:34][C:29]([NH:28][C:26]4[N:25]=[CH:24][N:23]=[C:22]([C:20]5[CH:19]=[CH:18][C:4]([O:5][C@@H:6]6[CH2:10][CH2:9][NH:8][CH2:7]6)=[C:3]([CH:21]=5)[C:1]#[N:2])[N:27]=4)=[CH:30][CH:31]=3)[CH2:40][CH2:39]2)[CH2:42]1. The catalyst class is: 137. (3) Reactant: [OH:1][C:2]1[CH:3]=[C:4]([CH:8]=[CH:9][CH:10]=1)[C:5]([OH:7])=[O:6].[Br:11]Br. Product: [Br:11][C:10]1[CH:9]=[CH:8][C:4]([C:5]([OH:7])=[O:6])=[CH:3][C:2]=1[OH:1]. The catalyst class is: 52. (4) Reactant: [Cl:1][C:2]1[C:7]([Cl:8])=[CH:6][CH:5]=[CH:4][C:3]=1[S:9]([NH:12][C:13]1[C:18]([O:19][CH3:20])=[N:17][C:16]([Cl:21])=[C:15]([Cl:22])[N:14]=1)(=[O:11])=[O:10].[CH2:23](N([CH2:28][CH3:29])CC)C.[CH3:30][Si:31]([CH3:38])([CH3:37])[CH2:32][CH2:33][O:34][CH2:35]Cl.O. Product: [C:18]([O:19][CH2:28][CH3:29])(=[O:34])[CH3:13].[CH3:4][CH2:5][CH2:6][CH:7]([CH3:2])[CH3:23].[Cl:1][C:2]1[C:7]([Cl:8])=[CH:6][CH:5]=[CH:4][C:3]=1[S:9]([N:12]([C:13]1[C:18]([O:19][CH3:20])=[N:17][C:16]([Cl:21])=[C:15]([Cl:22])[N:14]=1)[CH2:35][O:34][CH2:33][CH2:32][Si:31]([CH3:38])([CH3:37])[CH3:30])(=[O:10])=[O:11]. The catalyst class is: 4. (5) Reactant: [IH:1].Cl[C:3]1[CH:4]=[C:5]([CH:9]=[CH:10][N:11]=1)[C:6]([OH:8])=[O:7].[I-].[Na+]. Product: [I:1][C:3]1[CH:4]=[C:5]([C:6]([OH:8])=[O:7])[CH:9]=[CH:10][N:11]=1. The catalyst class is: 131.